This data is from NCI-60 drug combinations with 297,098 pairs across 59 cell lines. The task is: Regression. Given two drug SMILES strings and cell line genomic features, predict the synergy score measuring deviation from expected non-interaction effect. Drug 1: C1=C(C(=O)NC(=O)N1)N(CCCl)CCCl. Drug 2: C1=NC2=C(N=C(N=C2N1C3C(C(C(O3)CO)O)F)Cl)N. Cell line: CAKI-1. Synergy scores: CSS=51.0, Synergy_ZIP=-9.02, Synergy_Bliss=-9.64, Synergy_Loewe=-7.86, Synergy_HSA=-5.02.